This data is from Reaction yield outcomes from USPTO patents with 853,638 reactions. The task is: Predict the reaction yield, written as a fraction of the theoretical maximum amount of product (1.0 means a 100% yield; for example, 0.34 means a 34% yield). (1) The reactants are [Cl-].O[NH3+:3].[C:4](=[O:7])([O-])[OH:5].[Na+].CS(C)=O.[F:13][C:14]1[CH:48]=[CH:47][C:17]([CH2:18][N:19]2[C:24](=[O:25])[C:23]([CH2:26][C:27]3[CH:32]=[CH:31][C:30]([C:33]4[C:34]([C:39]#[N:40])=[CH:35][CH:36]=[CH:37][CH:38]=4)=[CH:29][CH:28]=3)=[C:22]([CH2:41][CH2:42][CH3:43])[N:21]3[N:44]=[CH:45][N:46]=[C:20]23)=[CH:16][CH:15]=1. The catalyst is C(OCC)(=O)C. The product is [F:13][C:14]1[CH:48]=[CH:47][C:17]([CH2:18][N:19]2[C:24](=[O:25])[C:23]([CH2:26][C:27]3[CH:28]=[CH:29][C:30]([C:33]4[CH:38]=[CH:37][CH:36]=[CH:35][C:34]=4[C:39]4[NH:3][C:4](=[O:7])[O:5][N:40]=4)=[CH:31][CH:32]=3)=[C:22]([CH2:41][CH2:42][CH3:43])[N:21]3[N:44]=[CH:45][N:46]=[C:20]23)=[CH:16][CH:15]=1. The yield is 0.360. (2) The reactants are [NH:1]1[CH:5]=[CH:4][N:3]=[N:2]1.CN(C=O)C.[H-].[Na+].I[CH2:14][CH2:15][CH2:16][C:17]#[CH:18]. The catalyst is O. The product is [CH2:18]([N:1]1[CH:5]=[CH:4][N:3]=[N:2]1)[CH2:17][CH2:16][C:15]#[CH:14]. The yield is 0.930. (3) The reactants are [N:1]1[C:6]2[NH:7][CH:8]=[C:9]([C:10]#[N:11])[C:5]=2[CH:4]=[N:3][CH:2]=1.[C:12]([C:16]1[CH:17]=[C:18]2[C:23](=[C:24]([F:26])[CH:25]=1)[C:22](=[O:27])[N:21]([C:28]1[C:36]3[CH2:35][O:34]B(O)[C:32]=3[CH:31]=[CH:30][CH:29]=1)[N:20]=[CH:19]2)([CH3:15])([CH3:14])[CH3:13].N1C=CC=CC=1.ClC(Cl)C. The catalyst is C([O-])(=O)C.[Cu+2].C([O-])(=O)C. The yield is 0.310. The product is [C:12]([C:16]1[CH:17]=[C:18]2[C:23](=[C:24]([F:26])[CH:25]=1)[C:22](=[O:27])[N:21]([C:28]1[C:36]([CH2:35][OH:34])=[C:32]([N:7]3[C:6]4[N:1]=[CH:2][N:3]=[CH:4][C:5]=4[C:9]([C:10]#[N:11])=[CH:8]3)[CH:31]=[CH:30][CH:29]=1)[N:20]=[CH:19]2)([CH3:15])([CH3:13])[CH3:14]. (4) The reactants are [CH3:1][N:2]1[C:10]2[C:5](=[CH:6][CH:7]=[CH:8][CH:9]=2)[C:4]([CH2:11][C:12]2[C:13](=[O:19])[NH:14][C:15](=[S:18])[NH:16][CH:17]=2)=[CH:3]1.[Cl:20][C:21]1[CH:26]=[CH:25][C:24]([O:27][C:28]2[CH:33]=[CH:32][C:31]([CH2:34]Cl)=[CH:30][CH:29]=2)=[CH:23][C:22]=1[C:36]([F:39])([F:38])[F:37].C([O-])([O-])=O.[K+].[K+]. The catalyst is CN(C=O)C.CC(=O)OCC. The product is [Cl:20][C:21]1[CH:26]=[CH:25][C:24]([O:27][C:28]2[CH:29]=[CH:30][C:31]([CH2:34][S:18][C:15]3[NH:16][CH:17]=[C:12]([CH2:11][C:4]4[C:5]5[C:10](=[CH:9][CH:8]=[CH:7][CH:6]=5)[N:2]([CH3:1])[CH:3]=4)[C:13](=[O:19])[N:14]=3)=[CH:32][CH:33]=2)=[CH:23][C:22]=1[C:36]([F:37])([F:38])[F:39]. The yield is 0.247. (5) The reactants are BrC1C=CC(S(O[CH2:12][C@@H:13]2[O:27][C:17]3=[C:18]4[C:23](=[CH:24][CH:25]=[C:16]3[O:15][CH2:14]2)[N:22]=[C:21]([CH3:26])[CH:20]=[CH:19]4)(=O)=O)=CC=1.[CH3:28][C@@H:29]1[NH:34][CH2:33][CH2:32][N:31]([C:35]2[CH:44]=[CH:43][C:42]3[C:37](=[CH:38][CH:39]=[CH:40][CH:41]=3)[N:36]=2)[CH2:30]1. The catalyst is CS(C)=O.C(=O)(O)[O-].[Na+]. The product is [CH3:26][C:21]1[CH:20]=[CH:19][C:18]2[C:23](=[CH:24][CH:25]=[C:16]3[O:15][CH2:14][C@H:13]([CH2:12][N:34]4[CH2:33][CH2:32][N:31]([C:35]5[CH:44]=[CH:43][C:42]6[C:37](=[CH:38][CH:39]=[CH:40][CH:41]=6)[N:36]=5)[CH2:30][C@@H:29]4[CH3:28])[O:27][C:17]3=2)[N:22]=1. The yield is 0.620. (6) The reactants are [Si]([O:18][CH2:19][C@H:20]1[C@@:24]([CH3:26])([OH:25])[CH:23]=[CH:22][CH2:21]1)(C(C)(C)C)(C1C=CC=CC=1)C1C=CC=CC=1.[F-].C([N+](CCCC)(CCCC)CCCC)CCC. The catalyst is C1COCC1. The yield is 0.920. The product is [OH:18][CH2:19][C@H:20]1[C@@:24]([CH3:26])([OH:25])[CH:23]=[CH:22][CH2:21]1. (7) The reactants are Cl.[CH2:2]([O:4][C:5]([C@H:7]1[CH2:10][C@@H:9]([NH2:11])[CH2:8]1)=[O:6])[CH3:3].[CH2:12]([C:16]1[CH:21]=[CH:20][C:19]([C:22]2[N:26]=[C:25]([C:27]3[CH:34]=[CH:33][C:30]([CH:31]=O)=[CH:29][CH:28]=3)[O:24][N:23]=2)=[CH:18][CH:17]=1)[CH:13]([CH3:15])[CH3:14].C(O)(=O)C.C(O[BH-](OC(=O)C)OC(=O)C)(=O)C.[Na+]. The catalyst is C1COCC1. The product is [CH2:12]([C:16]1[CH:17]=[CH:18][C:19]([C:22]2[N:26]=[C:25]([C:27]3[CH:28]=[CH:29][C:30]([CH2:31][NH:11][C@@H:9]4[CH2:10][C@H:7]([C:5]([O:4][CH2:2][CH3:3])=[O:6])[CH2:8]4)=[CH:33][CH:34]=3)[O:24][N:23]=2)=[CH:20][CH:21]=1)[CH:13]([CH3:15])[CH3:14]. The yield is 0.550.